This data is from Full USPTO retrosynthesis dataset with 1.9M reactions from patents (1976-2016). The task is: Predict the reactants needed to synthesize the given product. Given the product [Cl:4][C:5]1[C:6]([CH:23]([S:32]([C:35]2[CH:36]=[CH:37][C:38]([Cl:41])=[CH:39][CH:40]=2)(=[O:33])=[O:34])[C:24]2[CH:29]=[C:28]([F:30])[CH:27]=[CH:26][C:25]=2[F:31])=[CH:2][C:1]([NH2:42])=[N:3][CH:10]=1, predict the reactants needed to synthesize it. The reactants are: [C:1](#[N:3])[CH3:2].[Cl:4][C:5]1[C:6]([CH:23]([S:32]([C:35]2[CH:40]=[CH:39][C:38]([Cl:41])=[CH:37][CH:36]=2)(=[O:34])=[O:33])[C:24]2[CH:29]=[C:28]([F:30])[CH:27]=[CH:26][C:25]=2[F:31])=CC(NCC2C=CC(OC)=C(OC)C=2)=N[CH:10]=1.[N+:42]([O-])([O-])=O.[NH4+].[NH4+].[Ce+4].[N+]([O-])([O-])=O.[N+]([O-])([O-])=O.[N+]([O-])([O-])=O.[N+]([O-])([O-])=O.[N+]([O-])([O-])=O.C(=O)(O)[O-].[Na+].